This data is from Reaction yield outcomes from USPTO patents with 853,638 reactions. The task is: Predict the reaction yield, written as a fraction of the theoretical maximum amount of product (1.0 means a 100% yield; for example, 0.34 means a 34% yield). (1) The reactants are [C:1]([O:5][C:6]([N:8]1[CH2:13][CH2:12][CH:11]([C:14]2[NH:15][CH:16]=[C:17]([C:19]3[CH:24]=[CH:23][C:22]([F:25])=[C:21]([C:26]([F:29])([F:28])[F:27])[CH:20]=3)[N:18]=2)[CH2:10][CH2:9]1)=[O:7])([CH3:4])([CH3:3])[CH3:2].[OH-].[K+].[CH3:32]I. The catalyst is CS(C)=O. The product is [C:1]([O:5][C:6]([N:8]1[CH2:13][CH2:12][CH:11]([C:14]2[N:15]([CH3:32])[CH:16]=[C:17]([C:19]3[CH:24]=[CH:23][C:22]([F:25])=[C:21]([C:26]([F:27])([F:28])[F:29])[CH:20]=3)[N:18]=2)[CH2:10][CH2:9]1)=[O:7])([CH3:4])([CH3:2])[CH3:3]. The yield is 0.525. (2) The yield is 1.00. The reactants are [CH3:1][O:2][C:3](=[O:18])[C:4]1[CH:9]=[C:8]([C:10]2[CH:15]=[CH:14][C:13]([CH3:16])=[CH:12][N:11]=2)[CH:7]=[C:6]([NH2:17])[CH:5]=1.[N-:19]=[N+:20]=[N-:21].[Na+].[CH:23](OCC)(OCC)OCC. The product is [CH3:1][O:2][C:3](=[O:18])[C:4]1[CH:5]=[C:6]([N:17]2[CH:23]=[N:21][N:20]=[N:19]2)[CH:7]=[C:8]([C:10]2[CH:15]=[CH:14][C:13]([CH3:16])=[CH:12][N:11]=2)[CH:9]=1. The catalyst is CC(O)=O. (3) The reactants are [C:1]([OH:9])(=O)[C:2]1[CH:7]=[CH:6][N:5]=[CH:4][CH:3]=1.C(Cl)(=O)C(Cl)=O.[CH3:16][C:17]1[C:18]([CH2:23][N:24]([CH2:31][C:32]2[C:37]([CH3:38])=[CH:36][CH:35]=[CH:34][N:33]=2)[CH:25]2[CH2:30][CH2:29][NH:28][CH2:27][CH2:26]2)=[N:19][CH:20]=[CH:21][CH:22]=1.CCN(C(C)C)C(C)C. The catalyst is C(Cl)Cl.C1COCC1.[OH-].[Na+].CCOC(C)=O.CN(C=O)C. The product is [CH3:16][C:17]1[C:18]([CH2:23][N:24]([CH2:31][C:32]2[C:37]([CH3:38])=[CH:36][CH:35]=[CH:34][N:33]=2)[CH:25]2[CH2:30][CH2:29][N:28]([C:1]([C:2]3[CH:3]=[CH:4][N:5]=[CH:6][CH:7]=3)=[O:9])[CH2:27][CH2:26]2)=[N:19][CH:20]=[CH:21][CH:22]=1. The yield is 0.420.